Dataset: Forward reaction prediction with 1.9M reactions from USPTO patents (1976-2016). Task: Predict the product of the given reaction. Given the reactants [CH2:1]([O:3][C:4]([C:6]1[S:10][C:9]2[CH:11]=[CH:12][C:13]([C:15]([CH2:26][CH3:27])([C:18]3[CH:23]=[CH:22][C:21]([OH:24])=[C:20]([CH3:25])[CH:19]=3)[CH2:16][CH3:17])=[CH:14][C:8]=2[CH:7]=1)=[O:5])[CH3:2].Br[CH2:29][C:30](=[O:35])[C:31]([CH3:34])([CH3:33])[CH3:32].C([O-])([O-])=O.[K+].[K+], predict the reaction product. The product is: [CH2:1]([O:3][C:4]([C:6]1[S:10][C:9]2[CH:11]=[CH:12][C:13]([C:15]([C:18]3[CH:23]=[CH:22][C:21]([O:24][CH2:29][C:30](=[O:35])[C:31]([CH3:34])([CH3:33])[CH3:32])=[C:20]([CH3:25])[CH:19]=3)([CH2:26][CH3:27])[CH2:16][CH3:17])=[CH:14][C:8]=2[CH:7]=1)=[O:5])[CH3:2].